From a dataset of Forward reaction prediction with 1.9M reactions from USPTO patents (1976-2016). Predict the product of the given reaction. The product is: [ClH:1].[NH2:21][C:22]1[C:27]([C:28]#[N:29])=[CH:26][CH:25]=[C:24]([NH:30][CH2:31][CH2:32][NH:33][C:2]2[C:3]3[N:4]([N:16]=[CH:17][N:18]=3)[CH:5]=[C:6]([C:8]3[CH:13]=[CH:12][C:11]([F:14])=[CH:10][C:9]=3[F:15])[N:7]=2)[N:23]=1. Given the reactants [Cl:1][C:2]1[C:3]2[N:4]([N:16]=[CH:17][N:18]=2)[CH:5]=[C:6]([C:8]2[CH:13]=[CH:12][C:11]([F:14])=[CH:10][C:9]=2[F:15])[N:7]=1.Cl.Cl.[NH2:21][C:22]1[C:27]([C:28]#[N:29])=[CH:26][CH:25]=[C:24]([NH:30][CH2:31][CH2:32][NH2:33])[N:23]=1.C(N(CC)C(C)C)(C)C, predict the reaction product.